Dataset: Full USPTO retrosynthesis dataset with 1.9M reactions from patents (1976-2016). Task: Predict the reactants needed to synthesize the given product. (1) Given the product [CH3:4][CH:3]([CH2:5][N:6]1[C:10]2[C:11]3[C:16]([N:17]=[C:18]([NH2:19])[C:9]=2[N:8]=[CH:7]1)=[CH:15][CH:14]=[CH:13][CH:12]=3)[CH3:2].[ClH:20], predict the reactants needed to synthesize it. The reactants are: O.[CH3:2][CH:3]([CH2:5][N:6]1[C:10]2[C:11]3[CH:12]=[CH:13][CH:14]=[CH:15][C:16]=3[N:17]=[C:18]([NH2:19])[C:9]=2[N:8]=[CH:7]1)[CH3:4].[ClH:20]. (2) Given the product [OH:23][CH2:24][CH:25]([CH2:27][OH:28])[OH:26].[C:1]([OH:8])(=[O:7])/[CH:2]=[CH:3]\[C:4]([OH:6])=[O:5], predict the reactants needed to synthesize it. The reactants are: [C:1]([OH:8])(=[O:7])/[CH:2]=[CH:3]/[C:4]([OH:6])=[O:5].C(O)(=O)CCCCCCCCC(O)=O.[OH:23][CH2:24][CH:25]([CH2:27][OH:28])[OH:26]. (3) Given the product [CH3:1][S:2]([O:5][CH2:6][CH2:7][N:8]([CH2:24][CH2:25][O:26][S:27]([CH3:30])(=[O:29])=[O:28])[C:9]1[CH:17]=[C:13]([C:14]([NH:31][CH2:32][CH2:33][CH2:34][OH:35])=[O:16])[C:12]([N+:18]([O-:20])=[O:19])=[CH:11][C:10]=1[N+:21]([O-:23])=[O:22])(=[O:4])=[O:3], predict the reactants needed to synthesize it. The reactants are: [CH3:1][S:2]([O:5][CH2:6][CH2:7][N:8]([CH2:24][CH2:25][O:26][S:27]([CH3:30])(=[O:29])=[O:28])[C:9]1[C:10]([N+:21]([O-:23])=[O:22])=[CH:11][C:12]([N+:18]([O-:20])=[O:19])=[C:13]([CH:17]=1)[C:14]([OH:16])=O)(=[O:4])=[O:3].[NH2:31][CH2:32][CH2:33][CH2:34][OH:35].Cl. (4) Given the product [C:1]([O:5][C:6](=[O:9])[CH2:7]/[N:8]=[CH:23]/[CH2:22][C:21]([CH3:25])([CH3:26])[CH2:20][CH2:19][O:18][CH2:17][CH2:16][O:15][Si:14]([C:10]([CH3:13])([CH3:12])[CH3:11])([CH3:27])[CH3:28])([CH3:4])([CH3:3])[CH3:2], predict the reactants needed to synthesize it. The reactants are: [C:1]([O:5][C:6](=[O:9])[CH2:7][NH2:8])([CH3:4])([CH3:3])[CH3:2].[C:10]([Si:14]([CH3:28])([CH3:27])[O:15][CH2:16][CH2:17][O:18][CH2:19][CH2:20][C:21]([CH3:26])([CH3:25])[CH2:22][CH:23]=O)([CH3:13])([CH3:12])[CH3:11]. (5) Given the product [OH:19][N:18]=[C:4]1[C:5]2[C:10](=[CH:9][CH:8]=[C:7]([C:11]([O:13][CH3:14])=[O:12])[CH:6]=2)[C:2]([CH3:16])([CH3:1])[CH2:3]1, predict the reactants needed to synthesize it. The reactants are: [CH3:1][C:2]1([CH3:16])[C:10]2[C:5](=[CH:6][C:7]([C:11]([O:13][CH3:14])=[O:12])=[CH:8][CH:9]=2)[C:4](=O)[CH2:3]1.Cl.[NH2:18][OH:19].C([O-])(=O)C.[Na+]. (6) Given the product [F:1][CH2:2][C:3]1[N:4]=[C:5]([CH2:8][OH:9])[S:6][CH:7]=1, predict the reactants needed to synthesize it. The reactants are: [F:1][CH2:2][C:3]1[N:4]=[C:5]([C:8](OCC)=[O:9])[S:6][CH:7]=1.[BH4-].[Na+].[NH4+].[Cl-].